Predict the product of the given reaction. From a dataset of Forward reaction prediction with 1.9M reactions from USPTO patents (1976-2016). (1) Given the reactants [NH2:1][CH:2]([C:27]1[CH:32]=[CH:31][CH:30]=[CH:29][CH:28]=1)[CH2:3][C:4]([NH:6][CH2:7][C@H:8]1[CH2:13][CH2:12][C@H:11]([C:14]([N:16]2[CH2:21][CH2:20][N:19]([C:22](=[O:26])[CH:23]([CH3:25])[CH3:24])[CH2:18][CH2:17]2)=[O:15])[CH2:10][CH2:9]1)=[O:5].[CH2:33]([O:35]CC)C, predict the reaction product. The product is: [C:22]([N:19]1[CH2:20][CH2:21][N:16]([C:14]([C@H:11]2[CH2:12][CH2:13][C@H:8]([CH2:7][N:6]3[C:4](=[O:5])[CH2:3][CH:2]([C:27]4[CH:28]=[CH:29][CH:30]=[CH:31][CH:32]=4)[NH:1][C:33]3=[O:35])[CH2:9][CH2:10]2)=[O:15])[CH2:17][CH2:18]1)(=[O:26])[CH:23]([CH3:25])[CH3:24]. (2) Given the reactants [CH2:1]([O:8][C:9]([N:11]1[CH2:16][CH2:15][CH2:14][C@@H:13]([C:17]([OH:19])=O)[CH2:12]1)=[O:10])[C:2]1[CH:7]=[CH:6][CH:5]=[CH:4][CH:3]=1.CN(C=O)C.CO.C(Cl)(=O)C([Cl:30])=O, predict the reaction product. The product is: [CH2:1]([O:8][C:9]([N:11]1[CH2:16][CH2:15][CH2:14][C@@H:13]([C:17]([Cl:30])=[O:19])[CH2:12]1)=[O:10])[C:2]1[CH:7]=[CH:6][CH:5]=[CH:4][CH:3]=1. (3) Given the reactants [F:1]C1N=CC=CC=1C(NC(C1C=CC=CC=1)CN1CCOCC1)=O.[ClH:25].Cl.[NH:27]1[C:31]2=[N:32][CH:33]=[CH:34][C:35]([O:36][C:37]3[CH:42]=[CH:41][C:40]([NH:43][C:44]4[N:59]=[CH:58][CH:57]=[CH:56][C:45]=4[C:46]([NH:48][C:49]4[CH:54]=[CH:53][CH:52]=[CH:51][C:50]=4[CH3:55])=[O:47])=[CH:39][C:38]=3[F:60])=[C:30]2[CH:29]=[CH:28]1, predict the reaction product. The product is: [ClH:25].[NH:27]1[C:31]2=[N:32][CH:33]=[CH:34][C:35]([O:36][C:37]3[CH:42]=[CH:41][C:40]([NH:43][C:44]4[N:59]=[CH:58][CH:57]=[CH:56][C:45]=4[C:46]([NH:48][CH2:49][C:54]4[CH:53]=[CH:52][C:51]([F:1])=[CH:50][CH:55]=4)=[O:47])=[CH:39][C:38]=3[F:60])=[C:30]2[CH:29]=[CH:28]1. (4) Given the reactants C(OC([N:8]1[CH2:13][CH2:12][N:11]([C:14]2[CH:19]=[CH:18][N:17]=[C:16]([C:20]3[CH:29]=[CH:28][C:27]4[C:26]([CH3:31])([CH3:30])[CH2:25][CH2:24][C:23]([CH3:33])([CH3:32])[C:22]=4[CH:21]=3)[N:15]=2)[CH2:10][CH2:9]1)=O)(C)(C)C.Cl, predict the reaction product. The product is: [N:11]1([C:14]2[CH:19]=[CH:18][N:17]=[C:16]([C:20]3[CH:29]=[CH:28][C:27]4[C:26]([CH3:31])([CH3:30])[CH2:25][CH2:24][C:23]([CH3:33])([CH3:32])[C:22]=4[CH:21]=3)[N:15]=2)[CH2:12][CH2:13][NH:8][CH2:9][CH2:10]1. (5) Given the reactants [BH4-].[Na+].[Br:3][C:4]1[CH:9]=[CH:8][C:7]([CH:10]2[CH2:13][C:12](=[O:14])[CH2:11]2)=[CH:6][CH:5]=1.C(=O)(O)[O-].[Na+], predict the reaction product. The product is: [Br:3][C:4]1[CH:5]=[CH:6][C:7]([CH:10]2[CH2:11][CH:12]([OH:14])[CH2:13]2)=[CH:8][CH:9]=1. (6) Given the reactants [CH3:1][N:2]([CH3:12])[C:3]1[CH:4]=[CH:5][C:6]([F:11])=[C:7]([CH:10]=1)[C:8]#N.[H-].C([Al+]CC(C)C)C(C)C.Cl.[OH-:24].[Na+], predict the reaction product. The product is: [CH3:1][N:2]([CH3:12])[C:3]1[CH:4]=[CH:5][C:6]([F:11])=[C:7]([CH:10]=1)[CH:8]=[O:24]. (7) The product is: [Br:27][C:16]1[C:17]([O:19][C:20]2[C:21]([CH3:26])=[N:22][CH:23]=[CH:24][CH:25]=2)=[CH:18][C:13]([NH:12][C:10]([NH2:9])=[S:11])=[N:14][CH:15]=1. Given the reactants C([NH:9][C:10]([NH:12][C:13]1[CH:18]=[C:17]([O:19][C:20]2[C:21]([CH3:26])=[N:22][CH:23]=[CH:24][CH:25]=2)[C:16]([Br:27])=[CH:15][N:14]=1)=[S:11])(=O)C1C=CC=CC=1.C(=O)([O-])[O-].[K+].[K+], predict the reaction product. (8) Given the reactants [CH3:1][O:2][C:3]1[CH:10]=[CH:9][C:6]([CH2:7][NH2:8])=[CH:5][CH:4]=1.[CH2:11]([O:18][C:19]1[C:32]2[S:31][C:30]3[C:25](=[CH:26][CH:27]=[CH:28][CH:29]=3)[C:24](=[O:33])[C:23]=2[C:22](F)=[CH:21][CH:20]=1)[C:12]1[CH:17]=[CH:16][CH:15]=[CH:14][CH:13]=1, predict the reaction product. The product is: [CH2:11]([O:18][C:19]1[C:32]2[S:31][C:30]3[C:25](=[CH:26][CH:27]=[CH:28][CH:29]=3)[C:24](=[O:33])[C:23]=2[C:22]([NH:8][CH2:7][C:6]2[CH:9]=[CH:10][C:3]([O:2][CH3:1])=[CH:4][CH:5]=2)=[CH:21][CH:20]=1)[C:12]1[CH:17]=[CH:16][CH:15]=[CH:14][CH:13]=1.